The task is: Regression. Given a peptide amino acid sequence and an MHC pseudo amino acid sequence, predict their binding affinity value. This is MHC class II binding data.. This data is from Peptide-MHC class II binding affinity with 134,281 pairs from IEDB. (1) The peptide sequence is IKLVKSSRPDCSEIP. The MHC is HLA-DQA10301-DQB10302 with pseudo-sequence HLA-DQA10301-DQB10302. The binding affinity (normalized) is 0. (2) The peptide sequence is AAATANTTVYGAFAA. The MHC is HLA-DQA10102-DQB10602 with pseudo-sequence HLA-DQA10102-DQB10602. The binding affinity (normalized) is 0.659. (3) The MHC is DRB1_0802 with pseudo-sequence DRB1_0802. The peptide sequence is NIRYLVMAIVSDFSS. The binding affinity (normalized) is 0.0585. (4) The peptide sequence is SVLLTLVALAGY. The MHC is HLA-DQA10401-DQB10402 with pseudo-sequence HLA-DQA10401-DQB10402. The binding affinity (normalized) is 0.356. (5) The peptide sequence is VIPANWKPDTVYTSK. The MHC is DRB1_1101 with pseudo-sequence DRB1_1101. The binding affinity (normalized) is 0.364. (6) The peptide sequence is MANSRAFALVLLFCA. The MHC is DRB1_0401 with pseudo-sequence DRB1_0401. The binding affinity (normalized) is 0.348. (7) The peptide sequence is EKKRFAATQFEPLAA. The MHC is HLA-DPA10103-DPB10401 with pseudo-sequence HLA-DPA10103-DPB10401. The binding affinity (normalized) is 0.912. (8) The peptide sequence is VIIMDEAHFLDPASIHHHHHH. The MHC is DRB4_0103 with pseudo-sequence DRB4_0103. The binding affinity (normalized) is 0.343.